This data is from Catalyst prediction with 721,799 reactions and 888 catalyst types from USPTO. The task is: Predict which catalyst facilitates the given reaction. (1) Reactant: [C:1]([C:3]1[CH:8]=[CH:7][C:6]([C:9]([NH:17][S:18]([CH2:20][CH:21]([CH2:23]C)[CH3:22])=[O:19])([C:11]2[N:12](C)[CH:13]=[N:14][CH:15]=2)C)=[CH:5][C:4]=1[F:25])#[N:2].[CH:26]1([C:29]#[C:30][Mg]Br)[CH2:28][CH2:27]1.C1(C#C)CC1.C([Mg]Br)C. Product: [C:1]([C:3]1[CH:8]=[CH:7][C:6]([C:9]([C:11]2[N:12]([C:30]#[C:29][CH:26]3[CH2:28][CH2:27]3)[CH:13]=[N:14][CH:15]=2)=[N:17][S:18]([CH2:20][CH:21]([CH3:23])[CH3:22])=[O:19])=[CH:5][C:4]=1[F:25])#[N:2]. The catalyst class is: 116. (2) Reactant: Br[C:2]1[CH:7]=[CH:6][C:5]([O:8][CH3:9])=[CH:4][C:3]=1[CH2:10][O:11]C(OCC)C.C([Li])CCC.C[O:23][B:24](OC)OC.Cl. Product: [CH3:9][O:8][C:5]1[CH:6]=[CH:7][C:2]2[B:24]([OH:23])[O:11][CH2:10][C:3]=2[CH:4]=1. The catalyst class is: 1. (3) Reactant: [CH3:1][N:2]1[C:6]2[CH:7]=[CH:8][C:9]([C:11](OC)=[O:12])=[CH:10][C:5]=2[N:4]=[C:3]1[CH3:15].O.O.O.O.O.O.O.O.O.O.S([O-])([O-])(=O)=O.[Na+].[Na+].C(O)(=O)CC(CC(O)=O)(C(O)=O)O.CC(=O)OCC. Product: [CH3:1][N:2]1[C:6]2[CH:7]=[CH:8][C:9]([CH2:11][OH:12])=[CH:10][C:5]=2[N:4]=[C:3]1[CH3:15]. The catalyst class is: 1. (4) The catalyst class is: 58. Reactant: CC(C)([O-])C.[K+].C1OCCOCCOCCOCCOCCOC1.[CH2:25]([N:27]([CH3:39])[CH:28]=[N:29][C:30]1[CH:35]=[C:34]([CH3:36])[C:33]([OH:37])=[CH:32][C:31]=1[CH3:38])[CH3:26].[CH3:40][O:41][N:42]=[C:43]1[CH2:48][CH2:47][CH2:46][CH2:45][CH:44]1Cl. Product: [CH2:25]([N:27]([CH3:39])[CH:28]=[N:29][C:30]1[CH:35]=[C:34]([CH3:36])[C:33]([O:37][CH:44]2[CH2:45][CH2:46][CH2:47][CH2:48][C:43]2=[N:42][O:41][CH3:40])=[CH:32][C:31]=1[CH3:38])[CH3:26]. (5) Reactant: [C:1]1([C:7]#[C:8][C:9]2[CH:10]=[C:11]([C:15]([OH:17])=O)[CH:12]=[N:13][CH:14]=2)[CH:6]=[CH:5][CH:4]=[CH:3][CH:2]=1.F[P-](F)(F)(F)(F)F.N1(OC(N(C)C)=[N+](C)C)C2N=CC=CC=2N=N1.C(N(C(C)C)CC)(C)C.[C:51]([O:55][C:56]([N:58]([CH2:66][C:67]1[CH:68]=[C:69]([CH:73]2[CH2:78][CH2:77][NH:76][CH2:75][CH2:74]2)[CH:70]=[CH:71][CH:72]=1)[C:59]([O:61][C:62]([CH3:65])([CH3:64])[CH3:63])=[O:60])=[O:57])([CH3:54])([CH3:53])[CH3:52]. Product: [C:62]([O:61][C:59]([N:58]([CH2:66][C:67]1[CH:72]=[CH:71][CH:70]=[C:69]([CH:73]2[CH2:74][CH2:75][N:76]([C:15]([C:11]3[CH:12]=[N:13][CH:14]=[C:9]([C:8]#[C:7][C:1]4[CH:2]=[CH:3][CH:4]=[CH:5][CH:6]=4)[CH:10]=3)=[O:17])[CH2:77][CH2:78]2)[CH:68]=1)[C:56]([O:55][C:51]([CH3:54])([CH3:53])[CH3:52])=[O:57])=[O:60])([CH3:63])([CH3:64])[CH3:65]. The catalyst class is: 9. (6) Reactant: [CH2:1]([O:8][N:9]1[C:15](=[O:16])[N:14]2[CH2:17][C@H:10]1[CH2:11][CH2:12][C@H:13]2[C:18]([OH:20])=O)[C:2]1[CH:7]=[CH:6][CH:5]=[CH:4][CH:3]=1.ClC(OCC(C)C)=O.C(N(CC)CC)C.[NH2:36][O:37][CH2:38][CH2:39][NH:40][C:41](=[O:47])[O:42][C:43]([CH3:46])([CH3:45])[CH3:44]. Product: [C:43]([O:42][C:41](=[O:47])[NH:40][CH2:39][CH2:38][O:37][NH:36][C:18]([C@@H:13]1[CH2:12][CH2:11][C@@H:10]2[CH2:17][N:14]1[C:15](=[O:16])[N:9]2[O:8][CH2:1][C:2]1[CH:3]=[CH:4][CH:5]=[CH:6][CH:7]=1)=[O:20])([CH3:46])([CH3:44])[CH3:45]. The catalyst class is: 13. (7) Reactant: [C:1]([C:6]([OH:8])=[O:7])#[C:2][C:3]([OH:5])=[O:4].O.[C:10]1([CH3:20])[CH:15]=[CH:14]C(S(O)(=O)=O)=CC=1.[CH2:21](O)[CH2:22][CH2:23][CH3:24]. Product: [C:1]([C:6]([O:8][CH2:20][CH2:10][CH2:15][CH3:14])=[O:7])#[C:2][C:3]([O:5][CH2:21][CH2:22][CH2:23][CH3:24])=[O:4]. The catalyst class is: 48.